Dataset: Forward reaction prediction with 1.9M reactions from USPTO patents (1976-2016). Task: Predict the product of the given reaction. (1) Given the reactants O[CH2:2][C:3]1[O:7][C:6]([CH2:8][O:9][C:10]([C:23]2[CH:28]=[CH:27][CH:26]=[CH:25][CH:24]=2)([C:17]2[CH:22]=[CH:21][CH:20]=[CH:19][CH:18]=2)[C:11]2[CH:16]=[CH:15][CH:14]=[CH:13][CH:12]=2)=[N:5][C:4]=1[CH3:29].C(N(CC)CC)C.CS([Cl:41])(=O)=O.O, predict the reaction product. The product is: [Cl:41][CH2:2][C:3]1[O:7][C:6]([CH2:8][O:9][C:10]([C:23]2[CH:28]=[CH:27][CH:26]=[CH:25][CH:24]=2)([C:17]2[CH:22]=[CH:21][CH:20]=[CH:19][CH:18]=2)[C:11]2[CH:16]=[CH:15][CH:14]=[CH:13][CH:12]=2)=[N:5][C:4]=1[CH3:29]. (2) Given the reactants [Cl:1][C:2]1[CH:7]=[CH:6][C:5]([C:8]2[C:13]([CH3:14])=[N:12][NH:11][C:10](=O)[C:9]=2[C:16]2[C:21]([F:22])=[CH:20][CH:19]=[C:18]([F:23])[C:17]=2[F:24])=[CH:4][CH:3]=1.P(Cl)(Cl)([Cl:27])=O, predict the reaction product. The product is: [Cl:27][C:10]1[N:11]=[N:12][C:13]([CH3:14])=[C:8]([C:5]2[CH:6]=[CH:7][C:2]([Cl:1])=[CH:3][CH:4]=2)[C:9]=1[C:16]1[C:21]([F:22])=[CH:20][CH:19]=[C:18]([F:23])[C:17]=1[F:24]. (3) Given the reactants CO[C:3]([C:5]1[N:6]=[C:7]([C:23]#[N:24])[C:8]2[C:13]([C:14]=1[OH:15])=[CH:12][CH:11]=[C:10]([O:16][C:17]1[CH:22]=[CH:21][CH:20]=[CH:19][CH:18]=1)[CH:9]=2)=[O:4].[NH2:25][C@H:26]1[CH2:31][CH2:30][C@H:29]([C:32]([OH:34])=[O:33])[CH2:28][CH2:27]1.C[O-].[Na+], predict the reaction product. The product is: [C:23]([C:7]1[C:8]2[C:13](=[CH:12][CH:11]=[C:10]([O:16][C:17]3[CH:18]=[CH:19][CH:20]=[CH:21][CH:22]=3)[CH:9]=2)[C:14]([OH:15])=[C:5]([C:3]([NH:25][C@H:26]2[CH2:31][CH2:30][C@H:29]([C:32]([OH:34])=[O:33])[CH2:28][CH2:27]2)=[O:4])[N:6]=1)#[N:24]. (4) Given the reactants [CH2:1]1[CH2:8][NH:7][S:4](=[O:6])(=[O:5])[CH2:3][CH2:2]1.[H-].[Na+].[Br:11][C:12]1[CH:13]=[N:14][CH:15]=[C:16]([CH2:18]Br)[CH:17]=1, predict the reaction product. The product is: [Br:11][C:12]1[CH:17]=[C:16]([CH2:18][N:7]2[CH2:8][CH2:1][CH2:2][CH2:3][S:4]2(=[O:6])=[O:5])[CH:15]=[N:14][CH:13]=1. (5) Given the reactants [Cl:1][C:2]1[N:7]=[C:6](Cl)[C:5]([F:9])=[CH:4][N:3]=1.[C:10]1([C:16]2[C:25]3[C:20](=[CH:21][CH:22]=[CH:23][CH:24]=3)[C:19]([NH:26][C:27]3[CH:42]=[CH:41][C:30]([O:31][C:32]4[C:37](B(O)O)=[CH:36][CH:35]=[CH:34][N:33]=4)=[CH:29][CH:28]=3)=[N:18][N:17]=2)[CH:15]=[CH:14][CH:13]=[CH:12][CH:11]=1.COCCOC.C(=O)([O-])[O-].[Na+].[Na+], predict the reaction product. The product is: [NH4+:3].[OH-:31].[Cl:1][C:2]1[N:7]=[C:6]([C:37]2[C:32]([O:31][C:30]3[CH:29]=[CH:28][C:27]([NH:26][C:19]4[C:20]5[C:25](=[CH:24][CH:23]=[CH:22][CH:21]=5)[C:16]([C:10]5[CH:11]=[CH:12][CH:13]=[CH:14][CH:15]=5)=[N:17][N:18]=4)=[CH:42][CH:41]=3)=[N:33][CH:34]=[CH:35][CH:36]=2)[C:5]([F:9])=[CH:4][N:3]=1.